This data is from Full USPTO retrosynthesis dataset with 1.9M reactions from patents (1976-2016). The task is: Predict the reactants needed to synthesize the given product. (1) Given the product [NH2:28][C:25]1[N:26]=[N:27][C:22]([C:7]2[CH:8]=[CH:9][C:4]([C:3]([NH:2][CH3:1])=[O:20])=[C:5]([CH3:19])[CH:6]=2)=[CH:23][N:24]=1, predict the reactants needed to synthesize it. The reactants are: [CH3:1][NH:2][C:3](=[O:20])[C:4]1[CH:9]=[CH:8][C:7](B2OC(C)(C)C(C)(C)O2)=[CH:6][C:5]=1[CH3:19].Br[C:22]1[N:27]=[N:26][C:25]([NH2:28])=[N:24][CH:23]=1.C(=O)([O-])[O-].[K+].[K+]. (2) Given the product [N+:1]([C:4]1[CH:5]=[CH:6][C:7]2[CH2:8][CH2:9][C:10]3[N:18]=[CH:15][CH:16]=[CH:17][C:11]=3[C:12]=2[CH:13]=1)([O-:3])=[O:2], predict the reactants needed to synthesize it. The reactants are: [N+:1]([C:4]1[CH:13]=[C:12]2[C:7]([CH2:8][CH2:9][C:10](=O)[CH2:11]2)=[CH:6][CH:5]=1)([O-:3])=[O:2].[CH2:15]([NH2:18])[C:16]#[CH:17]. (3) The reactants are: [F:1][C:2]1[CH:3]=[C:4]([CH:11]=O)[C:5](=[CH:8][C:9]=1[F:10])[CH:6]=O.[C:13]1(=[O:20])[CH2:18][CH2:17][C:16](=[O:19])[CH2:15][CH2:14]1.[OH-].[Na+]. Given the product [F:1][C:2]1[C:9]([F:10])=[CH:8][C:5]2[C:4](=[CH:11][C:18]3[C:13](=[O:20])[C:14]4[C:15]([C:16](=[O:19])[C:17]=3[CH:6]=2)=[CH:11][C:4]2[C:5](=[CH:8][C:9]([F:10])=[C:2]([F:1])[CH:3]=2)[CH:6]=4)[CH:3]=1, predict the reactants needed to synthesize it. (4) Given the product [ClH:46].[ClH:1].[ClH:46].[Br:30][C:31]1[CH:32]=[CH:33][C:34]2[CH:38]=[C:37]([C:39]3[C:44]([CH3:45])=[CH:43][N:42]=[C:41]([NH:15][CH2:16][CH2:17][CH2:18][N:19]4[CH2:20][CH2:21][N:22]([CH3:25])[CH2:23][CH2:24]4)[N:40]=3)[S:36][C:35]=2[CH:47]=1, predict the reactants needed to synthesize it. The reactants are: [ClH:1].Cl.Cl.S1C(C2C=CN=C([NH:15][CH2:16][CH2:17][CH2:18][N:19]3[CH2:24][CH2:23][N:22]([CH3:25])[CH2:21][CH2:20]3)N=2)=CC2C=CC=CC1=2.[Br:30][C:31]1[CH:32]=[CH:33][C:34]2[CH:38]=[C:37]([C:39]3[C:44]([CH3:45])=[CH:43][N:42]=[C:41]([Cl:46])[N:40]=3)[S:36][C:35]=2[CH:47]=1.NCCCN1CCN(C)CC1. (5) Given the product [Cl:1][C:2]1[CH:7]=[C:6]([OH:8])[CH:5]=[CH:4][C:3]=1[CH:10]([CH3:27])[C:11]([OH:16])([C:17]1[CH:26]=[CH:25][CH:24]=[C:23]2[C:18]=1[CH:19]=[CH:20][N:21]=[CH:22]2)[C:12]([F:14])([F:13])[F:15], predict the reactants needed to synthesize it. The reactants are: [Cl:1][C:2]1[CH:7]=[C:6]([O:8]C)[CH:5]=[CH:4][C:3]=1[CH:10]([CH3:27])[C:11]([C:17]1[CH:26]=[CH:25][CH:24]=[C:23]2[C:18]=1[CH:19]=[CH:20][N:21]=[CH:22]2)([OH:16])[C:12]([F:15])([F:14])[F:13].B(Br)(Br)Br.C([O-])(O)=O.[Na+]. (6) Given the product [S:1]1[CH:5]=[CH:4][N:3]=[C:2]1[C:6]1[CH:7]=[CH:8][C:9]([C:10]([OH:12])=[O:11])=[CH:14][CH:15]=1, predict the reactants needed to synthesize it. The reactants are: [S:1]1[CH:5]=[CH:4][N:3]=[C:2]1[C:6]1[CH:15]=[CH:14][C:9]([C:10]([O:12]C)=[O:11])=[CH:8][CH:7]=1.[OH-].[Li+]. (7) Given the product [CH3:1][C:2]1[CH:3]=[C:4]([C:13]2[N:14]=[C:15]([NH:18][C:25](=[O:27])[CH3:26])[S:16][CH:17]=2)[CH:5]=[C:6]([O:8][C:9]([F:10])([F:11])[F:12])[CH:7]=1, predict the reactants needed to synthesize it. The reactants are: [CH3:1][C:2]1[CH:3]=[C:4]([C:13]2[N:14]=[C:15]([NH2:18])[S:16][CH:17]=2)[CH:5]=[C:6]([O:8][C:9]([F:12])([F:11])[F:10])[CH:7]=1.N1C=CC=CC=1.[C:25](OC(=O)C)(=[O:27])[CH3:26]. (8) Given the product [NH2:28][C@@H:29]1[CH2:34][CH2:33][CH2:32][N:31]([C:35]2[N:40]([CH2:22][C:21]3[CH:24]=[CH:25][CH:26]=[CH:27][C:20]=3[Br:19])[C:39](=[O:50])[NH:38][C:37](=[O:52])[CH:36]=2)[CH2:30]1, predict the reactants needed to synthesize it. The reactants are: ClC1N(CC2C=CC=CC=2C#N)C(=O)NC(=O)C=1.[Br:19][C:20]1[CH:27]=[CH:26][CH:25]=[CH:24][C:21]=1[CH2:22]Br.[NH2:28][C@@H:29]1[CH2:34][CH2:33][CH2:32][N:31]([C:35]2[N:40](CC3C=CC=CC=3C#N)[C:39](=[O:50])[N:38](C)[C:37](=[O:52])[CH:36]=2)[CH2:30]1. (9) The reactants are: [Cl:1][C:2]1[N:7]=[C:6]([N:8](C(OC(C)(C)C)=O)[N:9](C(OC(C)(C)C)=O)C(OC(C)(C)C)=O)[C:5]([F:31])=[C:4]([N:32]2[CH2:41][CH2:40][N:39]3[C@@H:34]([CH2:35][O:36][CH2:37][CH2:38]3)[CH2:33]2)[N:3]=1.Cl.O1CCOCC1. Given the product [Cl:1][C:2]1[N:3]=[C:4]([N:32]2[CH2:41][CH2:40][N:39]3[C@@H:34]([CH2:35][O:36][CH2:37][CH2:38]3)[CH2:33]2)[C:5]([F:31])=[C:6]([NH:8][NH2:9])[N:7]=1, predict the reactants needed to synthesize it. (10) Given the product [CH3:31][CH:32]([N:1]1[CH2:6][CH2:5][O:4][CH:3]([CH2:7][N:8]2[C:16]3[C:11](=[CH:12][CH:13]=[CH:14][CH:15]=3)[C:10]3([C:28]4[C:19](=[CH:20][C:21]5[O:26][CH2:25][CH2:24][O:23][C:22]=5[CH:27]=4)[O:18][CH2:17]3)[C:9]2=[O:29])[CH2:2]1)[CH3:33], predict the reactants needed to synthesize it. The reactants are: [NH:1]1[CH2:6][CH2:5][O:4][CH:3]([CH2:7][N:8]2[C:16]3[C:11](=[CH:12][CH:13]=[CH:14][CH:15]=3)[C:10]3([C:28]4[C:19](=[CH:20][C:21]5[O:26][CH2:25][CH2:24][O:23][C:22]=5[CH:27]=4)[O:18][CH2:17]3)[C:9]2=[O:29])[CH2:2]1.N1CC[CH:33](CN2C3C(=CC=CC=3)C3(C4C(=CC5OCCOC=5C=4)OC3)C2=O)[CH2:32][CH2:31]1.